Dataset: Full USPTO retrosynthesis dataset with 1.9M reactions from patents (1976-2016). Task: Predict the reactants needed to synthesize the given product. Given the product [C:25]([O:29][C:30](=[O:41])[CH2:31][C@@:32]1([C:38]([OH:40])=[O:39])[C@H:36]([CH3:37])[CH2:35][N:34]([CH2:4][C:3]2[C:2]([Cl:1])=[CH:9][CH:8]=[CH:7][C:6]=2[Cl:10])[CH2:33]1)([CH3:26])([CH3:27])[CH3:28], predict the reactants needed to synthesize it. The reactants are: [Cl:1][C:2]1[CH:9]=[CH:8][CH:7]=[C:6]([Cl:10])[C:3]=1[CH:4]=O.C(O[BH-](OC(=O)C)OC(=O)C)(=O)C.[Na+].[C:25]([O:29][C:30](=[O:41])[CH2:31][C@@:32]1([C:38]([OH:40])=[O:39])[C@H:36]([CH3:37])[CH2:35][NH:34][CH2:33]1)([CH3:28])([CH3:27])[CH3:26].C(O)(=O)C.